Task: Regression. Given a peptide amino acid sequence and an MHC pseudo amino acid sequence, predict their binding affinity value. This is MHC class I binding data.. Dataset: Peptide-MHC class I binding affinity with 185,985 pairs from IEDB/IMGT (1) The peptide sequence is VYFVLTDRF. The MHC is HLA-B57:01 with pseudo-sequence HLA-B57:01. The binding affinity (normalized) is 0.0847. (2) The peptide sequence is FDLFGITLY. The MHC is HLA-B46:01 with pseudo-sequence HLA-B46:01. The binding affinity (normalized) is 0.0847. (3) The peptide sequence is VIFILLMLV. The MHC is HLA-A02:06 with pseudo-sequence HLA-A02:06. The binding affinity (normalized) is 0.283. (4) The peptide sequence is DLAQDPMLI. The MHC is HLA-A26:01 with pseudo-sequence HLA-A26:01. The binding affinity (normalized) is 0.0847. (5) The peptide sequence is AEKPKFLPDLY. The MHC is HLA-B40:01 with pseudo-sequence HLA-B40:01. The binding affinity (normalized) is 0.141.